This data is from Forward reaction prediction with 1.9M reactions from USPTO patents (1976-2016). The task is: Predict the product of the given reaction. Given the reactants O[CH2:2][C@@H:3]([NH2:8])[CH2:4][CH:5]([CH3:7])[CH3:6].CC1C=C([N+]([O-])=O)C=C(C)C=1N.C[C:22]1[CH:27]=[C:26]([N+:28]([O-:30])=[O:29])[CH:25]=[C:24]([CH3:31])[C:23]=1[N:32]=[C:33]=[S:34], predict the reaction product. The product is: [CH3:31][C:24]1[CH:25]=[C:26]([N+:28]([O-:30])=[O:29])[CH:27]=[CH:22][C:23]=1[N:32]=[C:33]1[NH:8][C@@H:3]([CH2:4][CH:5]([CH3:7])[CH3:6])[CH2:2][S:34]1.